From a dataset of Catalyst prediction with 721,799 reactions and 888 catalyst types from USPTO. Predict which catalyst facilitates the given reaction. (1) Reactant: [C:1]([O:5][C:6](=[O:20])[C:7]([CH3:19])([S:9][C:10]1[CH:18]=[CH:17][C:13]([C:14]([OH:16])=[O:15])=[CH:12][CH:11]=1)[CH3:8])([CH3:4])([CH3:3])[CH3:2].[F:21][C:22]([F:39])([F:38])[S:23][C:24]1[CH:37]=[CH:36][C:27]([CH2:28][N:29]2[CH:33]=[C:32]([CH2:34]O)[N:31]=[N:30]2)=[CH:26][CH:25]=1.C1(N=C=NC2CCCCC2)CCCCC1. Product: [C:1]([O:5][C:6](=[O:20])[C:7]([CH3:8])([S:9][C:10]1[CH:11]=[CH:12][C:13]([C:14]([O:16][CH2:34][C:32]2[N:31]=[N:30][N:29]([CH2:28][C:27]3[CH:26]=[CH:25][C:24]([S:23][C:22]([F:39])([F:21])[F:38])=[CH:37][CH:36]=3)[CH:33]=2)=[O:15])=[CH:17][CH:18]=1)[CH3:19])([CH3:2])([CH3:3])[CH3:4]. The catalyst class is: 119. (2) Reactant: [F:1][C:2]1[CH:15]=[CH:14][C:5]([CH2:6][C:7]2[O:11][C:10]([CH:12]=O)=[CH:9][CH:8]=2)=[CH:4][CH:3]=1.[N+:16]([CH3:19])([O-:18])=[O:17].C([O-])(=O)C.[NH4+]. Product: [F:1][C:2]1[CH:15]=[CH:14][C:5]([CH2:6][C:7]2[O:11][C:10](/[CH:12]=[CH:19]/[N+:16]([O-:18])=[O:17])=[CH:9][CH:8]=2)=[CH:4][CH:3]=1. The catalyst class is: 15. (3) Reactant: [CH2:1]([C:3]1[N:4]=[C:5]2[C:10](=[C:11]3[C:16]=1[CH:15]=[C:14]([F:17])[CH:13]=[CH:12]3)[CH:9]=[CH:8][CH:7]=[CH:6]2)[CH3:2].[BH4-].[Na+].FC(F)(F)C(O)=O.C1C=CC2C3C=CC=CC=3NCC=2C=1.C(N(CC)CC)C.[CH3:48][O:49][C:50]1[CH:55]=[CH:54][C:53]([S:56](Cl)(=[O:58])=[O:57])=[CH:52][C:51]=1[CH3:60]. Product: [CH:14]1[CH:13]=[CH:12][C:11]2[C:10]3[CH:9]=[CH:8][CH:7]=[CH:6][C:5]=3[NH:4][CH2:3][C:16]=2[CH:15]=1.[CH2:1]([CH:3]1[C:16]2[C:11](=[CH:12][CH:13]=[C:14]([F:17])[CH:15]=2)[C:10]2[CH:9]=[CH:8][CH:7]=[CH:6][C:5]=2[N:4]1[S:56]([C:53]1[CH:54]=[CH:55][C:50]([O:49][CH3:48])=[C:51]([CH3:60])[CH:52]=1)(=[O:58])=[O:57])[CH3:2]. The catalyst class is: 217. (4) Reactant: [CH3:1][C:2]([CH:6]1[O:10][O:9][C:7]1=[O:8])([CH2:4]O)[CH3:3].[H-].[Na+].[CH2:13](Br)[C:14]1[CH:19]=[CH:18][CH:17]=[CH:16][CH:15]=1.O. Product: [CH2:13]([O:10][C@@H:6]1[C:2]([CH3:1])([CH3:3])[CH2:4][O:9][C:7]1=[O:8])[C:14]1[CH:19]=[CH:18][CH:17]=[CH:16][CH:15]=1. The catalyst class is: 266. (5) Reactant: [CH2:1]([O:8][N:9]1[C:14]2[N:15]=[CH:16][N:17]=[C:18](Cl)[C:13]=2[C:12]([OH:20])=[C:11](C(OCC)=O)[C:10]1=[O:26])[C:2]1[CH:7]=[CH:6][CH:5]=[CH:4][CH:3]=1.C(N(CC)CC)C.[CH2:34]([NH2:41])[C:35]1[CH:40]=[CH:39][CH:38]=[CH:37][CH:36]=1. Product: [CH2:34]([NH:41][C:18]1[C:13]2[C:12]([OH:20])=[CH:11][C:10](=[O:26])[N:9]([O:8][CH2:1][C:2]3[CH:3]=[CH:4][CH:5]=[CH:6][CH:7]=3)[C:14]=2[N:15]=[CH:16][N:17]=1)[C:35]1[CH:40]=[CH:39][CH:38]=[CH:37][CH:36]=1. The catalyst class is: 12.